Dataset: Catalyst prediction with 721,799 reactions and 888 catalyst types from USPTO. Task: Predict which catalyst facilitates the given reaction. (1) Reactant: [N:1]1[CH:6]=[CH:5][C:4]([C:7]2[CH:15]=[CH:14][CH:13]=[C:12]3[C:8]=2[CH2:9][C:10](=[O:16])[NH:11]3)=[CH:3][CH:2]=1.[CH3:17][C:18]1[N:22]=[CH:21][NH:20][C:19]=1[CH:23]=O. Product: [CH3:17][C:18]1[N:22]=[CH:21][NH:20][C:19]=1[CH:23]=[C:9]1[C:8]2[C:12](=[CH:13][CH:14]=[CH:15][C:7]=2[C:4]2[CH:5]=[CH:6][N:1]=[CH:2][CH:3]=2)[NH:11][C:10]1=[O:16]. The catalyst class is: 495. (2) Reactant: [Br:1]N1C(=O)NC(=O)N(Br)C1=O.[F:12][C:13]1[C:18]([OH:19])=[C:17]([CH:20]=[O:21])[CH:16]=[CH:15][C:14]=1[C:22]1[CH:27]=[CH:26][C:25]([F:28])=[CH:24][CH:23]=1.O. Product: [Br:1][C:15]1[C:14]([C:22]2[CH:27]=[CH:26][C:25]([F:28])=[CH:24][CH:23]=2)=[C:13]([F:12])[C:18]([OH:19])=[C:17]([CH:20]=[O:21])[CH:16]=1. The catalyst class is: 3. (3) Reactant: [CH3:1][CH:2]1[CH2:7][C:6](=[O:8])[CH:5]=[C:4]([C:9]2[S:10][CH:11]=[CH:12][CH:13]=2)[N:3]1C(OC(C)(C)C)=O.FC(F)(F)C(O)=O.C(=O)([O-])[O-].[K+].[K+]. Product: [CH3:1][CH:2]1[CH2:7][C:6](=[O:8])[CH:5]=[C:4]([C:9]2[S:10][CH:11]=[CH:12][CH:13]=2)[NH:3]1. The catalyst class is: 4. (4) Reactant: [CH3:1][O:2][C:3]1[CH:12]=[CH:11][CH:10]=[C:9]([CH2:13][CH2:14][CH2:15][CH2:16][CH2:17][CH2:18][CH2:19][CH2:20][CH2:21][CH2:22][CH2:23][CH2:24][CH2:25][CH2:26][CH3:27])[C:4]=1[C:5]([O:7]C)=[O:6].CC(C)([O-])C.[K+].CCCCCC.C(OCC)(=O)C.Cl. Product: [CH3:1][O:2][C:3]1[CH:12]=[CH:11][CH:10]=[C:9]([CH2:13][CH2:14][CH2:15][CH2:16][CH2:17][CH2:18][CH2:19][CH2:20][CH2:21][CH2:22][CH2:23][CH2:24][CH2:25][CH2:26][CH3:27])[C:4]=1[C:5]([OH:7])=[O:6]. The catalyst class is: 16. (5) Reactant: [NH2:1][C:2]1[CH:3]=[CH:4][C:5]([O:8][C:9](=[O:18])[N:10]([CH3:17])[C:11]2[CH:16]=[CH:15][CH:14]=[CH:13][CH:12]=2)=[N:6][CH:7]=1.[CH3:19][C:20]1[CH:28]=[CH:27][C:23]([C:24](Cl)=[O:25])=[CH:22][CH:21]=1.C(N(CC)CC)C.ClCCl. Product: [CH3:19][C:20]1[CH:28]=[CH:27][C:23]([C:24]([NH:1][C:2]2[CH:3]=[CH:4][C:5]([O:8][C:9](=[O:18])[N:10]([CH3:17])[C:11]3[CH:16]=[CH:15][CH:14]=[CH:13][CH:12]=3)=[N:6][CH:7]=2)=[O:25])=[CH:22][CH:21]=1. The catalyst class is: 10.